The task is: Predict the reaction yield, written as a fraction of the theoretical maximum amount of product (1.0 means a 100% yield; for example, 0.34 means a 34% yield).. This data is from Reaction yield outcomes from USPTO patents with 853,638 reactions. (1) The reactants are [NH2:1][C:2]1[C:7](I)=[C:6]([Cl:9])[N:5]=[C:4]([C:10]([O:12][CH3:13])=[O:11])[C:3]=1[Cl:14].[CH3:15][Sn](C)(C)C. The catalyst is ClCCCl.Cl[Pd](Cl)([P](C1C=CC=CC=1)(C1C=CC=CC=1)C1C=CC=CC=1)[P](C1C=CC=CC=1)(C1C=CC=CC=1)C1C=CC=CC=1. The product is [NH2:1][C:2]1[C:7]([CH3:15])=[C:6]([Cl:9])[N:5]=[C:4]([C:10]([O:12][CH3:13])=[O:11])[C:3]=1[Cl:14]. The yield is 0.830. (2) The reactants are [C:1]1([C:7]2[CH:8]=[C:9]3[C:13](=[CH:14][CH:15]=2)[NH:12][C:11](=[O:16])[CH2:10]3)[CH:6]=[CH:5][CH:4]=[CH:3][CH:2]=1.CN([CH:20]=[O:21])C. No catalyst specified. The product is [C:1]([O:21][CH:20]=[C:10]1[C:9]2[C:13](=[CH:14][CH:15]=[C:7]([C:1]3[CH:2]=[CH:3][CH:4]=[CH:5][CH:6]=3)[CH:8]=2)[NH:12][C:11]1=[O:16])([CH3:7])([CH3:6])[CH3:2]. The yield is 0.100. (3) The reactants are Cl.[Sn](Cl)Cl.[N+:5]([C:8]1[CH:13]=[C:12]([C:14]([F:17])([F:16])[F:15])[CH:11]=[CH:10][C:9]=1[N:18]1[CH2:27][CH2:26][C:25]2[C:20](=[CH:21][CH:22]=[CH:23][CH:24]=2)[CH2:19]1)([O-])=O.C(=O)(O)[O-].[Na+]. The catalyst is CO. The product is [NH2:5][C:8]1[CH:13]=[C:12]([C:14]([F:15])([F:16])[F:17])[CH:11]=[CH:10][C:9]=1[N:18]1[CH2:27][CH2:26][C:25]2[C:20](=[CH:21][CH:22]=[CH:23][CH:24]=2)[CH2:19]1. The yield is 0.714.